From a dataset of Forward reaction prediction with 1.9M reactions from USPTO patents (1976-2016). Predict the product of the given reaction. (1) Given the reactants O1CCOCC1.[CH2:7]([O:14][C:15](Cl)=[O:16])[C:8]1[CH:13]=[CH:12][CH:11]=[CH:10][CH:9]=1.Br.[Br:19][CH2:20][CH2:21][NH2:22].O1CCOCC1.[OH-].[Na+], predict the reaction product. The product is: [Br:19][CH2:20][CH2:21][NH:22][C:15](=[O:16])[O:14][CH2:7][C:8]1[CH:13]=[CH:12][CH:11]=[CH:10][CH:9]=1. (2) Given the reactants [Cl:1][C:2]1[CH:3]=[C:4]2[C:8](=[CH:9][CH:10]=1)[NH:7][CH:6]=[C:5]2[CH2:11]N(C)C.[C-:15]#[N:16].[K+], predict the reaction product. The product is: [Cl:1][C:2]1[CH:3]=[C:4]2[C:8](=[CH:9][CH:10]=1)[NH:7][CH:6]=[C:5]2[CH2:11][C:15]#[N:16]. (3) Given the reactants [CH2:1]([N:3]([CH2:6][CH3:7])[CH2:4][CH3:5])C.[O:8]1[C:12]([C:13]2[CH:18]=[CH:17][C:16]([NH:19][C:20]3[N:21]=[C:22]([NH:30][C:31]4[CH:36]=[CH:35][CH:34]=[CH:33][CH:32]=4)C4CNCC[C:24]=4[N:25]=3)=[CH:15][CH:14]=2)=[CH:11][N:10]=[CH:9]1.IC, predict the reaction product. The product is: [CH3:1][N:3]1[CH2:6][CH2:7][C:24]2[N:25]=[C:20]([NH:19][C:16]3[CH:17]=[CH:18][C:13]([C:12]4[O:8][CH:9]=[N:10][CH:11]=4)=[CH:14][CH:15]=3)[N:21]=[C:22]([NH:30][C:31]3[CH:36]=[CH:35][CH:34]=[CH:33][CH:32]=3)[C:5]=2[CH2:4]1. (4) Given the reactants [O-:1][P:2]([O-:5])([O-:4])=[O:3].[O-:1][P:2]([O-:5])([O-:4])=[O:3].[O-:1][P:2]([O-:5])([O-:4])=[O:3].[F-].[Ca+2].[Ca+2].[Ca+2].[Ca+2].[Ca+2].[NH4+].[Na:23].S([O-])(O)(=O)=O.[K+:29].S([O-])([O-])(=O)=O.[K+].[K+].[F-].[Ca+2].[F-], predict the reaction product. The product is: [Na:23].[P:2]([O-:5])([O-:4])([O-:3])=[O:1].[K+:29].[K+:29].[K+:29]. (5) Given the reactants [BH4-].[Na+].[CH3:3][O:4][C:5]1[CH:44]=[CH:43][C:8]([CH2:9][N:10]([CH2:34][C:35]2[CH:40]=[CH:39][C:38]([O:41][CH3:42])=[CH:37][CH:36]=2)[C:11]2[C:16]([N+:17]([O-])=O)=[C:15]([NH:20][C@H:21]([C:23]3[CH:28]=[CH:27][CH:26]=[CH:25][CH:24]=3)[CH3:22])[CH:14]=[C:13]([CH2:29][CH2:30][CH2:31][CH2:32][CH3:33])[N:12]=2)=[CH:7][CH:6]=1, predict the reaction product. The product is: [CH3:3][O:4][C:5]1[CH:6]=[CH:7][C:8]([CH2:9][N:10]([CH2:34][C:35]2[CH:40]=[CH:39][C:38]([O:41][CH3:42])=[CH:37][CH:36]=2)[C:11]2[C:16]([NH2:17])=[C:15]([NH:20][C@H:21]([C:23]3[CH:28]=[CH:27][CH:26]=[CH:25][CH:24]=3)[CH3:22])[CH:14]=[C:13]([CH2:29][CH2:30][CH2:31][CH2:32][CH3:33])[N:12]=2)=[CH:43][CH:44]=1. (6) Given the reactants I[C:2]1[CH:7]=[CH:6][N:5]=[C:4]2[N:8]([C:11]3[CH:12]=[C:13]([S:17]([NH2:20])(=[O:19])=[O:18])[CH:14]=[CH:15][CH:16]=3)[N:9]=[CH:10][C:3]=12.[NH2:21][C:22]1[CH:27]=[CH:26][N:25]=[CH:24][C:23]=1B(O)O.C(=O)([O-])[O-].[Na+].[Na+], predict the reaction product. The product is: [NH2:21][C:22]1[CH:27]=[CH:26][N:25]=[CH:24][C:23]=1[C:2]1[CH:7]=[CH:6][N:5]=[C:4]2[N:8]([C:11]3[CH:12]=[C:13]([S:17]([NH2:20])(=[O:19])=[O:18])[CH:14]=[CH:15][CH:16]=3)[N:9]=[CH:10][C:3]=12. (7) Given the reactants [C:1]([S:5][CH2:6][C:7]1[CH:8]=[C:9]([CH:13]=[CH:14][C:15]=1[O:16][C:17]1[CH:22]=[C:21]([CH2:23][C:24]([O:26][CH2:27][CH3:28])=[O:25])[CH:20]=[CH:19][C:18]=1[O:29][CH3:30])[C:10]([OH:12])=O)([CH3:4])([CH3:3])[CH3:2].[F:31][C:32]1[CH:37]=[CH:36][C:35]([CH2:38][C:39]([NH2:42])([CH3:41])[CH3:40])=[CH:34][CH:33]=1, predict the reaction product. The product is: [CH2:27]([O:26][C:24](=[O:25])[CH2:23][C:21]1[CH:20]=[CH:19][C:18]([O:29][CH3:30])=[C:17]([O:16][C:15]2[CH:14]=[CH:13][C:9]([C:10](=[O:12])[NH:42][C:39]([CH3:41])([CH3:40])[CH2:38][C:35]3[CH:36]=[CH:37][C:32]([F:31])=[CH:33][CH:34]=3)=[CH:8][C:7]=2[CH2:6][S:5][C:1]([CH3:3])([CH3:2])[CH3:4])[CH:22]=1)[CH3:28].